This data is from Peptide-MHC class I binding affinity with 185,985 pairs from IEDB/IMGT. The task is: Regression. Given a peptide amino acid sequence and an MHC pseudo amino acid sequence, predict their binding affinity value. This is MHC class I binding data. (1) The peptide sequence is ESDGKPQKA. The MHC is HLA-A29:02 with pseudo-sequence HLA-A29:02. The binding affinity (normalized) is 0. (2) The peptide sequence is SEQSLRLVDA. The MHC is HLA-B44:02 with pseudo-sequence HLA-B44:02. The binding affinity (normalized) is 0.583.